This data is from Forward reaction prediction with 1.9M reactions from USPTO patents (1976-2016). The task is: Predict the product of the given reaction. Given the reactants [CH3:1][CH:2]([CH2:22][CH2:23][CH3:24])[CH2:3][O:4][C:5]1[CH:10]=[CH:9][C:8]([C@@H:11]([NH:14][C:15](=[O:21])[O:16][C:17]([CH3:20])([CH3:19])[CH3:18])[CH:12]=O)=[CH:7][CH:6]=1.[CH3:25][N:26]1[CH2:31][CH2:30][NH:29][CH2:28][CH2:27]1.C(O[BH-](OC(=O)C)OC(=O)C)(=O)C.[Na+].C([O-])(O)=O.[Na+], predict the reaction product. The product is: [CH3:1][CH:2]([CH2:22][CH2:23][CH3:24])[CH2:3][O:4][C:5]1[CH:10]=[CH:9][C:8]([C@@H:11]([NH:14][C:15](=[O:21])[O:16][C:17]([CH3:20])([CH3:19])[CH3:18])[CH2:12][N:29]2[CH2:30][CH2:31][N:26]([CH3:25])[CH2:27][CH2:28]2)=[CH:7][CH:6]=1.